Dataset: NCI-60 drug combinations with 297,098 pairs across 59 cell lines. Task: Regression. Given two drug SMILES strings and cell line genomic features, predict the synergy score measuring deviation from expected non-interaction effect. (1) Drug 1: CCN(CC)CCNC(=O)C1=C(NC(=C1C)C=C2C3=C(C=CC(=C3)F)NC2=O)C. Drug 2: C1=CC=C(C(=C1)C(C2=CC=C(C=C2)Cl)C(Cl)Cl)Cl. Cell line: LOX IMVI. Synergy scores: CSS=-7.64, Synergy_ZIP=3.81, Synergy_Bliss=3.58, Synergy_Loewe=-45.4, Synergy_HSA=-1.81. (2) Drug 1: CS(=O)(=O)CCNCC1=CC=C(O1)C2=CC3=C(C=C2)N=CN=C3NC4=CC(=C(C=C4)OCC5=CC(=CC=C5)F)Cl. Drug 2: C1C(C(OC1N2C=NC(=NC2=O)N)CO)O. Cell line: HL-60(TB). Synergy scores: CSS=14.7, Synergy_ZIP=-7.54, Synergy_Bliss=3.20, Synergy_Loewe=-19.3, Synergy_HSA=2.84.